From a dataset of Forward reaction prediction with 1.9M reactions from USPTO patents (1976-2016). Predict the product of the given reaction. (1) Given the reactants Cl[C:2]1[N:7]=[C:6]([C:8]([O:10][CH3:11])=[O:9])[CH:5]=[C:4]([CH3:12])[N:3]=1.[C:13]1(B(O)O)[CH:18]=[CH:17][CH:16]=[CH:15][CH:14]=1.C(P(C(C)(C)C)C(C)(C)C)(C)(C)C.[F-].[K+], predict the reaction product. The product is: [CH3:12][C:4]1[N:3]=[C:2]([C:13]2[CH:18]=[CH:17][CH:16]=[CH:15][CH:14]=2)[N:7]=[C:6]([C:8]([O:10][CH3:11])=[O:9])[CH:5]=1. (2) Given the reactants [Cl:1][C:2]1[C:11]2[C:6](=[CH:7][C:8]([OH:12])=[CH:9][CH:10]=2)[CH:5]=[CH:4][N:3]=1.Br[CH2:14][CH2:15][CH3:16].C([O-])([O-])=O.[K+].[K+], predict the reaction product. The product is: [Cl:1][C:2]1[C:11]2[C:6](=[CH:7][C:8]([O:12][CH2:14][CH2:15][CH3:16])=[CH:9][CH:10]=2)[CH:5]=[CH:4][N:3]=1. (3) Given the reactants [CH2:1]([O:8][C:9]1[CH:25]=[CH:24][CH:23]=[CH:22][C:10]=1[CH2:11][S:12][C:13]1[CH:21]=[CH:20][C:16]([C:17](O)=[O:18])=[CH:15][CH:14]=1)[C:2]1[CH:7]=[CH:6][CH:5]=[CH:4][CH:3]=1.C(Cl)(=O)C([Cl:29])=O, predict the reaction product. The product is: [CH2:1]([O:8][C:9]1[CH:25]=[CH:24][CH:23]=[CH:22][C:10]=1[CH2:11][S:12][C:13]1[CH:21]=[CH:20][C:16]([C:17]([Cl:29])=[O:18])=[CH:15][CH:14]=1)[C:2]1[CH:7]=[CH:6][CH:5]=[CH:4][CH:3]=1. (4) Given the reactants [OH-].[Li+].[F:3][C:4]1[CH:5]=[C:6]([CH:18]=[CH:19][CH:20]=1)[CH2:7][N:8]1[CH:12]=[C:11]([C:13]([O:15]CC)=[O:14])[N:10]=[CH:9]1, predict the reaction product. The product is: [F:3][C:4]1[CH:5]=[C:6]([CH:18]=[CH:19][CH:20]=1)[CH2:7][N:8]1[CH:12]=[C:11]([C:13]([OH:15])=[O:14])[N:10]=[CH:9]1. (5) The product is: [Cl:1][C:2]1[CH:7]=[CH:6][C:5]([S:16][C:11]2[CH:12]=[CH:13][CH:14]=[CH:15][C:10]=2[F:9])=[CH:4][N:3]=1. Given the reactants [Cl:1][C:2]1[CH:7]=[CH:6][C:5](I)=[CH:4][N:3]=1.[F:9][C:10]1[CH:15]=[CH:14][CH:13]=[CH:12][C:11]=1[SH:16].C(=O)([O-])[O-].[K+].[K+].C(O)CO, predict the reaction product. (6) Given the reactants [CH3:1][O:2][CH2:3][C:4]([NH:6][NH:7][C:8]([C:10]1[NH:11][C:12]2[C:17]([CH:18]=1)=[CH:16][CH:15]=[CH:14][C:13]=2[N:19]([CH3:28])[S:20]([C:23]1[S:24][CH:25]=[CH:26][CH:27]=1)(=[O:22])=[O:21])=O)=O.COC1C=CC(P2(SP(C3C=CC(OC)=CC=3)(=S)S2)=[S:38])=CC=1, predict the reaction product. The product is: [CH3:1][O:2][CH2:3][C:4]1[S:38][C:8]([C:10]2[NH:11][C:12]3[C:17]([CH:18]=2)=[CH:16][CH:15]=[CH:14][C:13]=3[N:19]([CH3:28])[S:20]([C:23]2[S:24][CH:25]=[CH:26][CH:27]=2)(=[O:22])=[O:21])=[N:7][N:6]=1. (7) Given the reactants [CH3:1][O:2][C:3](=[O:12])[CH2:4][C:5]1[CH:10]=[CH:9][CH:8]=[C:7](Br)[CH:6]=1.C[C:14]([N:16](C)C)=O, predict the reaction product. The product is: [CH3:1][O:2][C:3](=[O:12])[CH2:4][C:5]1[CH:10]=[CH:9][CH:8]=[C:7]([C:14]#[N:16])[CH:6]=1. (8) Given the reactants [F:1][C:2]([F:19])([F:18])[C:3]1[CH:8]=[CH:7][CH:6]=[CH:5][C:4]=1[N:9]1[CH2:13][C@@H:12]2[C@@H:14]([NH2:17])[CH2:15][CH2:16][C@@H:11]2[CH2:10]1.[C:20]([O:24][C:25]([N:27]([CH3:36])[C@H:28]([C:33](O)=[O:34])[CH2:29][CH:30]([CH3:32])[CH3:31])=[O:26])([CH3:23])([CH3:22])[CH3:21].O.ON1C2C=CC=CC=2N=N1.C(N=C=NCCCN(C)C)C, predict the reaction product. The product is: [CH3:36][N:27]([C@@H:28]([CH2:29][CH:30]([CH3:32])[CH3:31])[C:33](=[O:34])[NH:17][C@@H:14]1[C@@H:12]2[C@@H:11]([CH2:10][N:9]([C:4]3[CH:5]=[CH:6][CH:7]=[CH:8][C:3]=3[C:2]([F:1])([F:18])[F:19])[CH2:13]2)[CH2:16][CH2:15]1)[C:25](=[O:26])[O:24][C:20]([CH3:23])([CH3:22])[CH3:21].